From a dataset of Full USPTO retrosynthesis dataset with 1.9M reactions from patents (1976-2016). Predict the reactants needed to synthesize the given product. (1) Given the product [O:43]=[C:39]1[CH2:40][CH2:41][CH2:42][N:38]1[C:35]1[CH:36]=[CH:37][C:32]([CH2:31][NH:30][C:27]([CH:9]2[CH:8]([C:4]3[CH:5]=[CH:6][CH:7]=[C:2]([Cl:1])[CH:3]=3)[C:12]([C:15]3[CH:20]=[CH:19][C:18]([Cl:21])=[CH:17][CH:16]=3)([C:13]#[N:14])[CH:11]([CH2:22][C:23]([CH3:24])([CH3:25])[CH3:26])[NH:10]2)=[O:29])=[CH:33][CH:34]=1, predict the reactants needed to synthesize it. The reactants are: [Cl:1][C:2]1[CH:3]=[C:4]([CH:8]2[C:12]([C:15]3[CH:20]=[CH:19][C:18]([Cl:21])=[CH:17][CH:16]=3)([C:13]#[N:14])[CH:11]([CH2:22][C:23]([CH3:26])([CH3:25])[CH3:24])[NH:10][CH:9]2[C:27]([OH:29])=O)[CH:5]=[CH:6][CH:7]=1.[NH2:30][CH2:31][C:32]1[CH:37]=[CH:36][C:35]([N:38]2[CH2:42][CH2:41][CH2:40][C:39]2=[O:43])=[CH:34][CH:33]=1.CN(C(ON1N=NC2C=CC=NC1=2)=[N+](C)C)C.F[P-](F)(F)(F)(F)F.CCN(C(C)C)C(C)C. (2) The reactants are: [F:1][C:2]1[CH:7]=[C:6]([C:8]2(O)[CH2:12][CH2:11][O:10][CH2:9]2)[CH:5]=[C:4]([F:14])[C:3]=1[C:15]1[S:16][CH:17]=[C:18]([C:20]([O:22][CH3:23])=[O:21])[N:19]=1.FC1C=C(C2(O)CCOC2)C=C(F)C=1C1SC=C(C(O)=O)N=1.FC(F)(F)C(O)=O. Given the product [O:10]1[CH2:11][CH:12]=[C:8]([C:6]2[CH:7]=[C:2]([F:1])[C:3]([C:15]3[S:16][CH:17]=[C:18]([C:20]([O:22][CH3:23])=[O:21])[N:19]=3)=[C:4]([F:14])[CH:5]=2)[CH2:9]1, predict the reactants needed to synthesize it. (3) Given the product [Si:6]([O:13][C@@H:14]1[CH2:30][C@H:29]2[C@@:17]([CH3:43])([C@@H:18]3[C@@H:26]([CH2:27][C@@H:28]2[O:31][Si:32]([C:35]([CH3:38])([CH3:37])[CH3:36])([CH3:34])[CH3:33])[C@H:25]2[C@@:21]([CH3:42])([C@@H:22]([C@@:39]([OH:41])([CH2:4][C:3]#[CH:2])[CH3:40])[CH2:23][CH2:24]2)[CH2:20][CH2:19]3)[CH2:16][CH2:15]1)([C:9]([CH3:12])([CH3:11])[CH3:10])([CH3:8])[CH3:7], predict the reactants needed to synthesize it. The reactants are: [Mg].[CH2:2](Br)[C:3]#[CH:4].[Si:6]([O:13][C@@H:14]1[CH2:30][C@H:29]2[C@@:17]([CH3:43])([C@@H:18]3[C@@H:26]([CH2:27][C@@H:28]2[O:31][Si:32]([C:35]([CH3:38])([CH3:37])[CH3:36])([CH3:34])[CH3:33])[C@H:25]2[C@@:21]([CH3:42])([C@@H:22]([C:39](=[O:41])[CH3:40])[CH2:23][CH2:24]2)[CH2:20][CH2:19]3)[CH2:16][CH2:15]1)([C:9]([CH3:12])([CH3:11])[CH3:10])([CH3:8])[CH3:7].CCCCCC.C(OCC)C.